Task: Predict which catalyst facilitates the given reaction.. Dataset: Catalyst prediction with 721,799 reactions and 888 catalyst types from USPTO (1) Reactant: [CH2:1]([N:8]1[C:12]([NH2:13])=[C:11]([CH3:14])[CH:10]=[N:9]1)[C:2]1[CH:7]=[CH:6][CH:5]=[CH:4][CH:3]=1.[O:15]1[CH2:20][CH2:19][C:18](=O)[CH2:17][CH2:16]1.C([BH3-])#N.[Na+].O. Product: [CH2:1]([N:8]1[C:12]([NH:13][CH:18]2[CH2:19][CH2:20][O:15][CH2:16][CH2:17]2)=[C:11]([CH3:14])[CH:10]=[N:9]1)[C:2]1[CH:3]=[CH:4][CH:5]=[CH:6][CH:7]=1. The catalyst class is: 15. (2) Reactant: [CH3:1][O:2][CH2:3][CH2:4][NH:5][C:6]([C:8]1[S:9][C:10]([CH2:13][CH2:14][C:15]#[C:16][C:17]2[N:18]=[N:19][C:20]([NH:23][C:24](=[O:37])[CH2:25][C:26]3[CH:31]=[CH:30][CH:29]=[C:28]([O:32][C:33]([F:36])([F:35])[F:34])[CH:27]=3)=[CH:21][CH:22]=2)=[N:11][N:12]=1)=[O:7]. Product: [CH3:1][O:2][CH2:3][CH2:4][NH:5][C:6]([C:8]1[S:9][C:10]([CH2:13][CH2:14][CH2:15][CH2:16][C:17]2[N:18]=[N:19][C:20]([NH:23][C:24](=[O:37])[CH2:25][C:26]3[CH:31]=[CH:30][CH:29]=[C:28]([O:32][C:33]([F:36])([F:35])[F:34])[CH:27]=3)=[CH:21][CH:22]=2)=[N:11][N:12]=1)=[O:7]. The catalyst class is: 354. (3) The catalyst class is: 55. Reactant: [CH3:1][O:2][C:3]([C:5]1[C:6]2[CH:7](O)[C:8]([CH3:24])([CH3:23])[CH:9]([C:16]3[CH:21]=[CH:20][CH:19]=[C:18]([Br:22])[CH:17]=3)[NH:10][C:11]=2[CH:12]=[C:13]([F:15])[CH:14]=1)=[O:4].C([SiH](CC)CC)C. Product: [CH3:1][O:2][C:3]([C:5]1[C:6]2[CH2:7][C:8]([CH3:24])([CH3:23])[CH:9]([C:16]3[CH:21]=[CH:20][CH:19]=[C:18]([Br:22])[CH:17]=3)[NH:10][C:11]=2[CH:12]=[C:13]([F:15])[CH:14]=1)=[O:4]. (4) Reactant: [CH3:1][O:2][C:3]1[CH:4]=[C:5]2[C:10](=[CH:11][CH:12]=1)[CH:9]=[C:8]([OH:13])[CH:7]=[CH:6]2.CN(C)C=O.[Br:19]N1C(=O)CCC1=O. Product: [Br:19][C:9]1[C:10]2[C:5](=[CH:4][C:3]([O:2][CH3:1])=[CH:12][CH:11]=2)[CH:6]=[CH:7][C:8]=1[OH:13]. The catalyst class is: 6. (5) Reactant: [CH3:1][O:2][CH:3]([O:16][CH3:17])[CH2:4][NH:5][CH2:6][CH2:7][CH2:8]/[CH:9]=[CH:10]/[CH2:11][CH2:12][CH2:13][CH2:14][CH3:15].C(N(C(C)C)CC)(C)C.[C:27](Cl)([O:29][CH2:30][CH:31]1[C:43]2[C:38](=[CH:39][CH:40]=[CH:41][CH:42]=2)[C:37]2[C:32]1=[CH:33][CH:34]=[CH:35][CH:36]=2)=[O:28].OS([O-])(=O)=O.[K+]. Product: [CH3:17][O:16][CH:3]([O:2][CH3:1])[CH2:4][N:5]([CH2:6][CH2:7][CH2:8]/[CH:9]=[CH:10]/[CH2:11][CH2:12][CH2:13][CH2:14][CH3:15])[C:27]([O:29][CH2:30][CH:31]1[C:32]2[C:37](=[CH:36][CH:35]=[CH:34][CH:33]=2)[C:38]2[C:43]1=[CH:42][CH:41]=[CH:40][CH:39]=2)=[O:28]. The catalyst class is: 4. (6) Reactant: Br[C:2]1[N:13]2[C:5]([C:6]([CH3:14])=[N:7][C:8]3[S:9][CH:10]=[N:11][C:12]=32)=[C:4]([CH3:15])[N:3]=1.[C:16]([C:19]1[CH:20]=[C:21](B(O)O)[CH:22]=[CH:23][CH:24]=1)(=[O:18])[NH2:17].C([O-])([O-])=O.[Cs+].[Cs+]. Product: [CH3:14][C:6]1[C:5]2[N:13]([C:2]([C:23]3[CH:24]=[C:19]([CH:20]=[CH:21][CH:22]=3)[C:16]([NH2:17])=[O:18])=[N:3][C:4]=2[CH3:15])[C:12]2[N:11]=[CH:10][S:9][C:8]=2[N:7]=1. The catalyst class is: 151.